From a dataset of Forward reaction prediction with 1.9M reactions from USPTO patents (1976-2016). Predict the product of the given reaction. (1) Given the reactants [NH:1]1[C:9]2[C:4](=[CH:5][CH:6]=[CH:7][CH:8]=2)[C:3]([C@H:10]([CH3:14])[CH2:11][CH:12]=[O:13])=[CH:2]1.[CH2:15](O)[CH2:16][OH:17].CC1C=CC(S(O)(=O)=O)=CC=1, predict the reaction product. The product is: [O:13]1[CH2:15][CH2:16][O:17][CH:12]1[CH2:11][C@H:10]([C:3]1[C:4]2[C:9](=[CH:8][CH:7]=[CH:6][CH:5]=2)[NH:1][CH:2]=1)[CH3:14]. (2) Given the reactants [CH2:1]([C:3]1[O:4][C:5]([C:13]([F:16])([F:15])[F:14])=[C:6]([C:8]([O:10]CC)=[O:9])[N:7]=1)[CH3:2].[OH-].[Na+].Cl, predict the reaction product. The product is: [CH2:1]([C:3]1[O:4][C:5]([C:13]([F:16])([F:15])[F:14])=[C:6]([C:8]([OH:10])=[O:9])[N:7]=1)[CH3:2].